From a dataset of Peptide-MHC class I binding affinity with 185,985 pairs from IEDB/IMGT. Regression. Given a peptide amino acid sequence and an MHC pseudo amino acid sequence, predict their binding affinity value. This is MHC class I binding data. (1) The peptide sequence is SVIGTFVAEF. The MHC is HLA-A26:01 with pseudo-sequence HLA-A26:01. The binding affinity (normalized) is 0.888. (2) The peptide sequence is ISQHNHRPGY. The MHC is HLA-A01:01 with pseudo-sequence HLA-A01:01. The binding affinity (normalized) is 0.111. (3) The peptide sequence is MCPFLFLAV. The MHC is HLA-A23:01 with pseudo-sequence HLA-A23:01. The binding affinity (normalized) is 0.